This data is from NCI-60 drug combinations with 297,098 pairs across 59 cell lines. The task is: Regression. Given two drug SMILES strings and cell line genomic features, predict the synergy score measuring deviation from expected non-interaction effect. (1) Drug 1: CC1=C2C(C(=O)C3(C(CC4C(C3C(C(C2(C)C)(CC1OC(=O)C(C(C5=CC=CC=C5)NC(=O)OC(C)(C)C)O)O)OC(=O)C6=CC=CC=C6)(CO4)OC(=O)C)OC)C)OC. Drug 2: C1=CC(=CC=C1CCC2=CNC3=C2C(=O)NC(=N3)N)C(=O)NC(CCC(=O)O)C(=O)O. Cell line: 786-0. Synergy scores: CSS=55.1, Synergy_ZIP=-1.58, Synergy_Bliss=-2.46, Synergy_Loewe=-0.856, Synergy_HSA=3.36. (2) Synergy scores: CSS=17.8, Synergy_ZIP=-7.54, Synergy_Bliss=-4.26, Synergy_Loewe=-4.25, Synergy_HSA=-0.938. Cell line: TK-10. Drug 2: C1=CC(=CC=C1CCC2=CNC3=C2C(=O)NC(=N3)N)C(=O)NC(CCC(=O)O)C(=O)O. Drug 1: C1CN1C2=NC(=NC(=N2)N3CC3)N4CC4. (3) Drug 1: C(=O)(N)NO. Drug 2: CNC(=O)C1=NC=CC(=C1)OC2=CC=C(C=C2)NC(=O)NC3=CC(=C(C=C3)Cl)C(F)(F)F. Cell line: SF-295. Synergy scores: CSS=1.61, Synergy_ZIP=-1.89, Synergy_Bliss=-2.49, Synergy_Loewe=-4.21, Synergy_HSA=-3.05.